From a dataset of Full USPTO retrosynthesis dataset with 1.9M reactions from patents (1976-2016). Predict the reactants needed to synthesize the given product. (1) Given the product [F:1][C:2]1[CH:3]=[C:4]([C:14]([OH:16])=[O:15])[C:5]2[CH:6]=[N:7][N:8]([CH:11]([CH3:12])[CH3:13])[C:9]=2[CH:10]=1, predict the reactants needed to synthesize it. The reactants are: [F:1][C:2]1[CH:3]=[C:4]([C:14]([O:16]C)=[O:15])[C:5]2[CH:6]=[N:7][N:8]([CH:11]([CH3:13])[CH3:12])[C:9]=2[CH:10]=1.[OH-].[Na+]. (2) The reactants are: [C:1]([O:5][C:6]([NH:8][C:9]1[CH:10]=[C:11]([CH:24]=[CH:25][CH:26]=1)[O:12][C:13]1[C:18]([C:19]([OH:21])=O)=[CH:17][N:16]=[C:15]([S:22][CH3:23])[N:14]=1)=[O:7])([CH3:4])([CH3:3])[CH3:2].COC1C=CC(CN)=CC=1.CN(C(O[N:45]1N=N[C:47]2[CH:48]=[CH:49][CH:50]=[CH:51][C:46]1=2)=[N+](C)C)C.[B-](F)(F)(F)F.CCN(C(C)C)C(C)C. Given the product [C:1]([O:5][C:6](=[O:7])[NH:8][C:9]1[CH:26]=[CH:25][CH:24]=[C:11]([O:12][C:13]2[C:18]([C:19](=[O:21])[NH:45][C:46]3[CH:51]=[CH:50][CH:49]=[CH:48][CH:47]=3)=[CH:17][N:16]=[C:15]([S:22][CH3:23])[N:14]=2)[CH:10]=1)([CH3:4])([CH3:2])[CH3:3], predict the reactants needed to synthesize it. (3) The reactants are: [NH2:1][C:2]1[C:11]([CH3:12])=[CH:10][C:9](Br)=[CH:8][C:3]=1[C:4]([NH:6][CH3:7])=[O:5].[C-:14]#[N:15].[K+].C1(C)C=CC=CC=1. Given the product [NH2:1][C:2]1[C:11]([CH3:12])=[CH:10][C:9]([C:14]#[N:15])=[CH:8][C:3]=1[C:4]([NH:6][CH3:7])=[O:5], predict the reactants needed to synthesize it. (4) Given the product [CH3:44][N:45]([C:46]1[CH:51]=[CH:50][CH:49]=[CH:48][CH:47]=1)[C:20]1[N:19]=[C:18]([CH2:17][CH2:16][O:15][C:11]2[CH:10]=[C:9]3[C:14](=[CH:13][CH:12]=2)[C@H:6]([CH2:5][C:4]([OH:3])=[O:25])[CH2:7][CH2:8]3)[CH:23]=[CH:22][CH:21]=1, predict the reactants needed to synthesize it. The reactants are: C([O:3][C:4](=[O:25])[CH2:5][C@H:6]1[C:14]2[C:9](=[CH:10][C:11]([O:15][CH2:16][CH2:17][C:18]3[CH:23]=[CH:22][CH:21]=[C:20](Cl)[N:19]=3)=[CH:12][CH:13]=2)[CH2:8][CH2:7]1)C.C1(C2C=CC=CC=2)C=CC=CC=1.CC(C)([O-])C.[Na+].[CH3:44][NH:45][C:46]1[CH:51]=[CH:50][CH:49]=[CH:48][CH:47]=1.[Li+].[OH-]. (5) Given the product [NH2:27][CH2:1][CH2:2][CH2:6][CH2:5][NH:4][CH:8]=[N:9][S:10]([C:13]1[CH:14]=[CH:15][C:16]([CH3:19])=[CH:17][CH:18]=1)(=[O:11])=[O:12], predict the reactants needed to synthesize it. The reactants are: [CH3:1][C:2]1[CH:6]=[C:5](C)[N:4]([C:8](=N)[NH:9][S:10]([C:13]2[CH:18]=[CH:17][C:16]([CH3:19])=[CH:15][CH:14]=2)(=[O:12])=[O:11])N=1.CS(O)(=O)=O.C[NH:27]C1C=CC=CC=1. (6) Given the product [ClH:22].[CH2:8]([N:15]1[CH2:4][CH:3]2[C:16](=[O:19])[CH:17]([CH2:6][O:1][CH2:2]2)[CH2:20]1)[C:9]1[CH:14]=[CH:13][CH:12]=[CH:11][CH:10]=1, predict the reactants needed to synthesize it. The reactants are: [O:1]1[CH2:6]C[C:4](=O)[CH2:3][CH2:2]1.[CH2:8]([NH2:15])[C:9]1[CH:14]=[CH:13][CH:12]=[CH:11][CH:10]=1.[C:16]([OH:19])(=O)[CH3:17].[CH2:20]=O.[ClH:22]. (7) Given the product [C@@H:1]12[CH2:7][C@@H:4]([CH2:5][CH2:6]1)[CH2:3][C@@H:2]2[O:8][C:9]1[C:21]([CH:22]2[CH2:24][CH2:23]2)=[CH:20][C:12]([C:13]([OH:15])=[O:14])=[C:11]([F:25])[CH:10]=1, predict the reactants needed to synthesize it. The reactants are: [C@@H:1]12[CH2:7][C@@H:4]([CH2:5][CH2:6]1)[CH2:3][C@@H:2]2[O:8][C:9]1[C:21]([CH:22]2[CH2:24][CH2:23]2)=[CH:20][C:12]([C:13]([O:15]C(C)(C)C)=[O:14])=[C:11]([F:25])[CH:10]=1.FC(F)(F)C(O)=O. (8) Given the product [Cl:1][C:2]1[CH:7]=[CH:6][C:5]([N:8]([C:14]2[C:19]([C:20]([F:23])([F:21])[F:22])=[CH:18][C:17]([NH2:24])=[CH:16][C:15]=2[NH2:27])[C:9](=[O:13])[O:10][CH2:11][CH3:12])=[CH:4][CH:3]=1, predict the reactants needed to synthesize it. The reactants are: [Cl:1][C:2]1[CH:7]=[CH:6][C:5]([N:8]([C:14]2[C:19]([C:20]([F:23])([F:22])[F:21])=[CH:18][C:17]([N+:24]([O-])=O)=[CH:16][C:15]=2[N+:27]([O-])=O)[C:9](=[O:13])[O:10][CH2:11][CH3:12])=[CH:4][CH:3]=1.C(=O)(O)[O-].[Na+]. (9) Given the product [CH:1]1([C:5]2[C:14]([C:15]3[CH:16]=[N:31][NH:30][N:29]=3)=[CH:13][C:8]([C:9]([O:11][CH3:12])=[O:10])=[C:7]([CH3:17])[CH:6]=2)[CH2:2][CH2:3][CH2:4]1, predict the reactants needed to synthesize it. The reactants are: [CH:1]1([C:5]2[C:14]([C:15]#[CH:16])=[CH:13][C:8]([C:9]([O:11][CH3:12])=[O:10])=[C:7]([CH3:17])[CH:6]=2)[CH2:4][CH2:3][CH2:2]1.CCOC(C)=O.O.[Si]([N:29]=[N+:30]=[N-:31])(C)(C)C.